This data is from Full USPTO retrosynthesis dataset with 1.9M reactions from patents (1976-2016). The task is: Predict the reactants needed to synthesize the given product. The reactants are: [F:1][C:2]1[CH:7]=[CH:6][C:5](I)=[CH:4][N:3]=1.[CH:9]1(B(O)O)[CH2:11][CH2:10]1.P([O-])([O-])([O-])=O.[K+].[K+].[K+].C1(C)C=CC=CC=1.O. Given the product [CH:9]1([C:5]2[CH:6]=[CH:7][C:2]([F:1])=[N:3][CH:4]=2)[CH2:11][CH2:10]1, predict the reactants needed to synthesize it.